From a dataset of Forward reaction prediction with 1.9M reactions from USPTO patents (1976-2016). Predict the product of the given reaction. Given the reactants [NH2:1][C:2]1[CH:3]=[C:4]([F:21])[C:5]([F:20])=[C:6]([C@:8]2([CH3:19])[CH2:13][C@@H:12]([C:14]([F:17])([F:16])[F:15])[O:11][C:10]([NH2:18])=[N:9]2)[CH:7]=1.[C:22]([C:24]1[CH:25]=[CH:26][C:27]([C:30](O)=[O:31])=[N:28][CH:29]=1)#[N:23].[Cl-].COC1N=C(OC)N=C([N+]2(C)CCOCC2)N=1, predict the reaction product. The product is: [NH2:18][C:10]1[O:11][C@H:12]([C:14]([F:17])([F:16])[F:15])[CH2:13][C@:8]([C:6]2[CH:7]=[C:2]([NH:1][C:30](=[O:31])[C:27]3[CH:26]=[CH:25][C:24]([C:22]#[N:23])=[CH:29][N:28]=3)[CH:3]=[C:4]([F:21])[C:5]=2[F:20])([CH3:19])[N:9]=1.